Dataset: Peptide-MHC class I binding affinity with 185,985 pairs from IEDB/IMGT. Task: Regression. Given a peptide amino acid sequence and an MHC pseudo amino acid sequence, predict their binding affinity value. This is MHC class I binding data. (1) The peptide sequence is RRAIRGEQLL. The MHC is Mamu-B08 with pseudo-sequence Mamu-B08. The binding affinity (normalized) is 0.681. (2) The binding affinity (normalized) is 0.714. The MHC is H-2-Db with pseudo-sequence H-2-Db. The peptide sequence is YAIENAEAL. (3) The peptide sequence is KIQNFRVYYR. The MHC is HLA-A11:01 with pseudo-sequence HLA-A11:01. The binding affinity (normalized) is 0.690. (4) The peptide sequence is AVDLSHFLK. The MHC is HLA-B44:02 with pseudo-sequence HLA-B44:02. The binding affinity (normalized) is 0. (5) The peptide sequence is RQFVSNNGK. The MHC is HLA-B27:05 with pseudo-sequence HLA-B27:05. The binding affinity (normalized) is 0.579. (6) The peptide sequence is GPCRTCMTTA. The MHC is H-2-Ld with pseudo-sequence H-2-Ld. The binding affinity (normalized) is 0.0570.